Predict the product of the given reaction. From a dataset of Forward reaction prediction with 1.9M reactions from USPTO patents (1976-2016). (1) Given the reactants [NH2:1][C:2]1[CH:7]=[CH:6][C:5]([N:8]2[CH2:14][CH2:13][CH2:12][N:11](C(OC(C)(C)C)=O)[CH2:10][CH2:9]2)=[CH:4][C:3]=1[NH:22][S:23]([C:26]1[CH:31]=[CH:30][CH:29]=[CH:28][CH:27]=1)(=[O:25])=[O:24].[S:32]([Cl:48])([C:35]1[C:47]2[CH:46]=[CH:45][CH:44]=[C:40]([N:41]([CH3:43])[CH3:42])[C:39]=2[CH:38]=[CH:37][CH:36]=1)(=[O:34])=[O:33], predict the reaction product. The product is: [ClH:48].[N:8]1([C:5]2[CH:6]=[CH:7][C:2]([NH:1][S:32]([C:35]3[C:47]4[C:39](=[C:40]([N:41]([CH3:43])[CH3:42])[CH:44]=[CH:45][CH:46]=4)[CH:38]=[CH:37][CH:36]=3)(=[O:34])=[O:33])=[C:3]([NH:22][S:23]([C:26]3[CH:27]=[CH:28][CH:29]=[CH:30][CH:31]=3)(=[O:24])=[O:25])[CH:4]=2)[CH2:14][CH2:13][CH2:12][NH:11][CH2:10][CH2:9]1. (2) Given the reactants [CH3:1][C:2]1[CH:6]=[C:5]([NH2:7])[S:4][N:3]=1.Cl[C:9]([O:11][C:12]1[CH:17]=[CH:16][CH:15]=[CH:14][CH:13]=1)=[O:10], predict the reaction product. The product is: [C:12]1([O:11][C:9](=[O:10])[NH:7][C:5]2[S:4][N:3]=[C:2]([CH3:1])[CH:6]=2)[CH:17]=[CH:16][CH:15]=[CH:14][CH:13]=1. (3) Given the reactants [F:1][C:2]1[CH:21]=[CH:20][C:5]([C:6]([NH:8][C:9]2[C:17]([O:18][CH3:19])=[CH:16][CH:15]=[CH:14][C:10]=2[C:11]([NH2:13])=[O:12])=O)=[CH:4][CH:3]=1, predict the reaction product. The product is: [F:1][C:2]1[CH:21]=[CH:20][C:5]([C:6]2[NH:13][C:11](=[O:12])[C:10]3[C:9](=[C:17]([O:18][CH3:19])[CH:16]=[CH:15][CH:14]=3)[N:8]=2)=[CH:4][CH:3]=1. (4) Given the reactants C[O:2][C:3](=[O:17])[C:4]1[CH:9]=[CH:8][C:7]([N:10]2[CH2:15][CH2:14][N:13]([CH3:16])[CH2:12][CH2:11]2)=[N:6][CH:5]=1.[OH-].[Na+].Cl, predict the reaction product. The product is: [CH3:16][N:13]1[CH2:12][CH2:11][N:10]([C:7]2[CH:8]=[CH:9][C:4]([C:3]([OH:17])=[O:2])=[CH:5][N:6]=2)[CH2:15][CH2:14]1.